From a dataset of Forward reaction prediction with 1.9M reactions from USPTO patents (1976-2016). Predict the product of the given reaction. (1) Given the reactants Cl[C:2]1[C:3]2[C:4](=[CH:16][N:17](CC3C=CC(OC)=CC=3)[N:18]=2)[N:5]=[C:6]([C:8]2[CH:13]=[C:12]([F:14])[CH:11]=[C:10]([F:15])[CH:9]=2)[N:7]=1.[CH3:28][O:29][C:30]1[CH:31]=[C:32]([CH:34]=[CH:35][C:36]=1[O:37][CH3:38])[NH2:33].Cl, predict the reaction product. The product is: [F:14][C:12]1[CH:13]=[C:8]([C:6]2[N:7]=[C:2]([NH:33][C:32]3[CH:34]=[CH:35][C:36]([O:37][CH3:38])=[C:30]([O:29][CH3:28])[CH:31]=3)[C:3]3[NH:18][N:17]=[CH:16][C:4]=3[N:5]=2)[CH:9]=[C:10]([F:15])[CH:11]=1. (2) Given the reactants [OH-:1].[K+].[CH3:3][C:4]1[CH:11]=[C:10]([C:12]([F:15])([F:14])[F:13])[CH:9]=[CH:8]C=1C#N.[CH2:16]([OH:19])[CH2:17]O, predict the reaction product. The product is: [CH3:3][C:4]1[CH:11]=[C:10]([C:12]([F:15])([F:14])[F:13])[CH:9]=[CH:8][C:17]=1[C:16]([OH:19])=[O:1]. (3) The product is: [CH2:34]([O:33][C:31]([N:20]1[CH2:19][CH2:18][N:17]([C:14]2[C:15]3[N:16]=[C:8]([C:5]4[CH:6]=[CH:7][C:2]([F:1])=[CH:3][CH:4]=4)[S:9][C:10]=3[N:11]=[C:12]([NH2:23])[N:13]=2)[CH2:22][CH2:21]1)=[O:32])[C:35]1[CH:40]=[CH:39][CH:38]=[CH:37][CH:36]=1. Given the reactants [F:1][C:2]1[CH:7]=[CH:6][C:5]([C:8]2[S:9][C:10]3[N:11]=[C:12]([NH2:23])[N:13]=[C:14]([N:17]4[CH2:22][CH2:21][NH:20][CH2:19][CH2:18]4)[C:15]=3[N:16]=2)=[CH:4][CH:3]=1.N1C=CC=CC=1.Cl[C:31]([O:33][CH2:34][C:35]1[CH:40]=[CH:39][CH:38]=[CH:37][CH:36]=1)=[O:32], predict the reaction product. (4) Given the reactants C(O[C:5]1[CH:14]=[C:13]([CH2:15][NH:16][C:17]([C:19]2[C:24]3[O:25][C:26]4[C@@:27]([CH3:37])([C:28](=[O:36])[C:29]([C:33](=[O:35])[CH3:34])=C(O)[CH:31]=4)[C:23]=3[C:22]([OH:38])=[CH:21][C:20]=2[O:39][CH3:40])=[O:18])[C:12]2[C:7](=[CH:8][CH:9]=[CH:10][CH:11]=2)[CH:6]=1)(=O)C.[C:41](=[O:44])([O-])[O-].[K+].[K+].Cl.C[OH:49], predict the reaction product. The product is: [C:33]([C:29]1[C:28](=[O:36])[C@@:27]2([CH3:37])[C:23]3[C:22]([OH:38])=[CH:21][C:20]([O:39][CH3:40])=[C:19]([C:17]([NH:16][CH2:15][C:13]4[C:12]5[C:7](=[CH:8][CH:9]=[CH:10][CH:11]=5)[CH:6]=[CH:5][C:14]=4[OH:49])=[O:18])[C:24]=3[O:25][C:26]2=[CH:31][C:41]=1[OH:44])(=[O:35])[CH3:34]. (5) The product is: [Cl:1][C:2]1[CH:7]=[C:6]([O:11][CH2:12][CH3:13])[CH:5]=[CH:4][N:3]=1. Given the reactants [Cl:1][C:2]1[CH:7]=[C:6]([N+]([O-])=O)[CH:5]=[CH:4][N:3]=1.[O-:11][CH2:12][CH3:13].[Na+], predict the reaction product. (6) Given the reactants [H-].[Na+].[C:3]1([CH2:9][OH:10])[CH:8]=[CH:7][CH:6]=[CH:5][CH:4]=1.Br[C:12]1[C:13]([NH2:19])=[N:14][CH:15]=[C:16]([Br:18])[N:17]=1, predict the reaction product. The product is: [CH2:9]([O:10][C:12]1[C:13]([NH2:19])=[N:14][CH:15]=[C:16]([Br:18])[N:17]=1)[C:3]1[CH:8]=[CH:7][CH:6]=[CH:5][CH:4]=1. (7) Given the reactants [F:1][CH:2]([F:19])[O:3][C:4]1[CH:5]=[C:6]([C:13]2[CH:14]=[N:15][N:16]([CH3:18])[CH:17]=2)[CH:7]=[CH:8][C:9]=1[N+:10]([O-])=O, predict the reaction product. The product is: [F:19][CH:2]([F:1])[O:3][C:4]1[CH:5]=[C:6]([C:13]2[CH:14]=[N:15][N:16]([CH3:18])[CH:17]=2)[CH:7]=[CH:8][C:9]=1[NH2:10].